From a dataset of Forward reaction prediction with 1.9M reactions from USPTO patents (1976-2016). Predict the product of the given reaction. (1) Given the reactants [CH3:1][O:2][C:3]([CH:5]1[C:10](=O)[CH2:9][CH2:8][N:7]([C:12]([O:14][C:15]([CH3:18])([CH3:17])[CH3:16])=[O:13])[CH2:6]1)=[O:4].[CH2:19]([NH2:26])[C:20]1[CH:25]=[CH:24][CH:23]=[CH:22][CH:21]=1, predict the reaction product. The product is: [CH3:1][O:2][C:3]([C:5]1[CH2:6][N:7]([C:12]([O:14][C:15]([CH3:18])([CH3:17])[CH3:16])=[O:13])[CH2:8][CH2:9][C:10]=1[NH:26][CH2:19][C:20]1[CH:25]=[CH:24][CH:23]=[CH:22][CH:21]=1)=[O:4]. (2) The product is: [F:14][C:13]([F:15])([F:16])[C:10]1([CH2:9][CH2:5][C:4]([OH:17])=[O:3])[CH2:12][CH2:11]1. Given the reactants CC1(C)OC(=O)[CH:5]([CH2:9][C:10]2([C:13]([F:16])([F:15])[F:14])[CH2:12][CH2:11]2)[C:4](=[O:17])[O:3]1.[OH-].[Li+], predict the reaction product.